Binary Classification. Given a drug SMILES string, predict its activity (active/inactive) in a high-throughput screening assay against a specified biological target. From a dataset of SARS-CoV-2 main protease (3CLPro) crystallographic fragment screen with 879 compounds. (1) The compound is CS(=O)(=O)Nc1ccc(C(N)=O)cc1. The result is 0 (inactive). (2) The result is 0 (inactive). The molecule is COC(=O)C1(C)CCCN1. (3) The compound is Fc1cccnc1NCC1CCOCC1. The result is 0 (inactive).